From a dataset of NCI-60 drug combinations with 297,098 pairs across 59 cell lines. Regression. Given two drug SMILES strings and cell line genomic features, predict the synergy score measuring deviation from expected non-interaction effect. Drug 1: CN(CCCl)CCCl.Cl. Drug 2: C1C(C(OC1N2C=NC(=NC2=O)N)CO)O. Cell line: IGROV1. Synergy scores: CSS=11.4, Synergy_ZIP=0.631, Synergy_Bliss=1.33, Synergy_Loewe=-1.30, Synergy_HSA=0.571.